This data is from Forward reaction prediction with 1.9M reactions from USPTO patents (1976-2016). The task is: Predict the product of the given reaction. (1) Given the reactants [CH3:1][CH2:2][CH2:3][CH2:4][CH2:5]/[CH:6]=[CH:7]/[C:8]([CH2:10][CH2:11][C:12]1[CH:17]=[CH:16][C:15]([OH:18])=[C:14]([O:19][CH3:20])[CH:13]=1)=[O:9].[Na].[C:22](O)(=[O:24])C, predict the reaction product. The product is: [CH3:22][O:24][CH:6]([CH2:5][CH2:4][CH2:3][CH2:2][CH3:1])[CH2:7][C:8](=[O:9])[CH2:10][CH2:11][C:12]1[CH:17]=[CH:16][C:15]([OH:18])=[C:14]([O:19][CH3:20])[CH:13]=1. (2) Given the reactants C([Si](C)(C)[O:6][CH2:7][CH2:8][N:9]([CH3:36])[C:10]1[N:17]=[C:16]([O:18][C:19]2[CH:24]=[CH:23][C:22]([B:25]3[O:29][C:28](C)(C)C(C)(C)[O:26]3)=[C:21](C=O)[CH:20]=2)[CH:15]=[CH:14][C:11]=1[C:12]#[N:13])(C)(C)C.[BH4-].[Na+].Cl, predict the reaction product. The product is: [OH:26][B:25]1[C:22]2[CH:23]=[CH:24][C:19]([O:18][C:16]3[CH:15]=[CH:14][C:11]([C:12]#[N:13])=[C:10]([N:9]([CH2:8][CH2:7][OH:6])[CH3:36])[N:17]=3)=[CH:20][C:21]=2[CH2:28][O:29]1. (3) The product is: [F:1][CH:2]([F:16])[C:3]([CH3:15])([CH3:14])[C:4]([OH:6])=[O:5]. Given the reactants [F:1][CH:2]([F:16])[C:3]([CH3:15])([CH3:14])[C:4]([O:6]CC1C=CC=CC=1)=[O:5], predict the reaction product. (4) Given the reactants C(OC([N:8]1[CH2:13][CH2:12][CH:11]([CH:14]([NH:17][S:18]([C:21]2[S:22][C:23]([Cl:26])=[CH:24][CH:25]=2)(=[O:20])=[O:19])[CH2:15][OH:16])[CH2:10][CH2:9]1)=O)(C)(C)C.FC(F)(F)C(O)=O, predict the reaction product. The product is: [Cl:26][C:23]1[S:22][C:21]([S:18]([NH:17][C@@H:14]([CH:11]2[CH2:10][CH2:9][NH:8][CH2:13][CH2:12]2)[CH2:15][OH:16])(=[O:19])=[O:20])=[CH:25][CH:24]=1.